This data is from Catalyst prediction with 721,799 reactions and 888 catalyst types from USPTO. The task is: Predict which catalyst facilitates the given reaction. (1) Reactant: [Cl:1][C:2]1[CH:7]=[CH:6][C:5]([S:8][C@@H:9]2[C:18]3[C:13](=[C:14]([F:20])[CH:15]=[CH:16][C:17]=3[F:19])[O:12][CH2:11][C@H:10]2[CH:21]=O)=[CH:4][CH:3]=1.[CH2:23]([CH2:25][NH2:26])[OH:24].[BH4-].[Na+].CO. Product: [Cl:1][C:2]1[CH:3]=[CH:4][C:5]([S:8][CH:9]2[C:18]3[C:13](=[C:14]([F:20])[CH:15]=[CH:16][C:17]=3[F:19])[O:12][CH2:11][CH:10]2[CH2:21][NH:26][CH2:25][CH2:23][OH:24])=[CH:6][CH:7]=1. The catalyst class is: 375. (2) Reactant: [OH-].[K+].[CH2:3]([O:5][C:6]([C:8]1[NH:9][CH:10]=[C:11]([C:19]2[CH:24]=[CH:23][C:22]([F:25])=[CH:21][CH:20]=2)[C:12]=1[C:13]1[CH:18]=[CH:17][CH:16]=[CH:15][CH:14]=1)=[O:7])[CH3:4].[CH:26](I)([CH3:28])[CH3:27]. Product: [CH2:3]([O:5][C:6]([C:8]1[N:9]([CH:26]([CH3:28])[CH3:27])[CH:10]=[C:11]([C:19]2[CH:20]=[CH:21][C:22]([F:25])=[CH:23][CH:24]=2)[C:12]=1[C:13]1[CH:18]=[CH:17][CH:16]=[CH:15][CH:14]=1)=[O:7])[CH3:4]. The catalyst class is: 16. (3) Reactant: C([O-])([O-])=O.[K+].[K+].Br[C:8]1[CH:16]=[C:15]2[C:11]([CH2:12][CH2:13][C@H:14]2[N:17]([CH3:19])[CH3:18])=[CH:10][CH:9]=1.O.[CH3:21][N:22]1[C:26]([CH3:27])=[C:25](B2OC(C)(C)C(C)(C)O2)[C:24]([CH3:37])=[N:23]1. Product: [CH3:18][N:17]([CH3:19])[C@H:14]1[C:15]2[C:11](=[CH:10][CH:9]=[C:8]([C:25]3[C:24]([CH3:37])=[N:23][N:22]([CH3:21])[C:26]=3[CH3:27])[CH:16]=2)[CH2:12][CH2:13]1. The catalyst class is: 104. (4) Reactant: [CH:1]1([CH2:7][N:8]2[C:12]([CH3:13])=[C:11]([S:14](=[O:20])(=[O:19])[NH:15][CH:16]3[CH2:18][CH2:17]3)[CH:10]=[C:9]2C(O)=O)[CH2:6][CH2:5][CH2:4][CH2:3][CH2:2]1.Cl. Product: [CH:1]1([CH2:7][N:8]2[CH:9]=[CH:10][C:11]([S:14]([NH:15][CH:16]3[CH2:18][CH2:17]3)(=[O:20])=[O:19])=[C:12]2[CH3:13])[CH2:2][CH2:3][CH2:4][CH2:5][CH2:6]1. The catalyst class is: 14. (5) The catalyst class is: 4. Product: [CH:1]1([C:4]([N:28]2[CH2:29][CH2:30][CH:25]([OH:31])[CH2:26][CH2:27]2)=[O:5])[CH2:3][CH2:2]1. Reactant: [CH:1]1([C:4](Cl)=[O:5])[CH2:3][CH2:2]1.C(OCC1N(C[C:25]2([OH:31])[CH2:30][CH2:29][NH:28][CH2:27][CH2:26]2)C2C3C=CC=CC=3N=CC=2N=1)C.C(N(CC)CC)C. (6) Reactant: [Li]CCCC.[CH:6]1([C:10]([O:12][CH2:13][CH3:14])=[O:11])[CH2:9][CH2:8][CH2:7]1.Br[CH2:16][CH2:17][CH:18]([Br:20])[CH3:19].[NH4+].[Cl-]. Product: [Br:20][CH:18]([CH3:19])[CH2:17][CH2:16][C:6]1([C:10]([O:12][CH2:13][CH3:14])=[O:11])[CH2:9][CH2:8][CH2:7]1. The catalyst class is: 1. (7) The catalyst class is: 145. Reactant: [OH-].[K+].[C:3]1([C:9]2[S:16][C:15]3[CH:14]=[N:13][NH:12][C:11]=3[CH:10]=2)[CH:8]=[CH:7][CH:6]=[CH:5][CH:4]=1.[I:17]I.OS([O-])=O.[Na+]. Product: [I:17][C:14]1[C:15]2[S:16][C:9]([C:3]3[CH:4]=[CH:5][CH:6]=[CH:7][CH:8]=3)=[CH:10][C:11]=2[NH:12][N:13]=1. (8) Reactant: FC(F)(F)S(O)(=O)=O.[CH3:9][C:10]([O:21][C:22]1[CH:27]=[C:26]([CH3:28])[CH:25]=[C:24]([CH3:29])[C:23]=1[CH3:30])([CH3:20])[CH:11]([C:13]1[CH:18]=[CH:17][C:16]([CH3:19])=[CH:15][CH:14]=1)O.[OH-].[Na+]. Product: [CH3:9][C:10]1([CH3:20])[CH:11]([C:13]2[CH:18]=[CH:17][C:16]([CH3:19])=[CH:15][CH:14]=2)[C:27]2[C:26]([CH3:28])=[CH:25][C:24]([CH3:29])=[C:23]([CH3:30])[C:22]=2[O:21]1. The catalyst class is: 11.